Dataset: Catalyst prediction with 721,799 reactions and 888 catalyst types from USPTO. Task: Predict which catalyst facilitates the given reaction. (1) Reactant: [NH:1]1[CH2:6][CH2:5][O:4][CH2:3][CH2:2]1.F[C:8]1[CH:15]=[CH:14][C:11]([C:12]#[N:13])=[CH:10][CH:9]=1. Product: [N:1]1([C:8]2[CH:15]=[CH:14][C:11]([C:12]#[N:13])=[CH:10][CH:9]=2)[CH2:6][CH2:5][O:4][CH2:3][CH2:2]1. The catalyst class is: 6. (2) Reactant: C(OC([N:7]1[CH2:12][CH:11]=[C:10]([C:13]2[N:14]=[C:15]([S:18][C:19]3[C@H:25]([CH3:26])[C@H:24]4[N:21]([C:22](=[O:30])[C@@H:23]4[C@H:27]([OH:29])[CH3:28])[C:20]=3[C:31]([O:33]CC=C)=[O:32])[S:16][CH:17]=2)[CH2:9][C@@H:8]1[CH2:37][OH:38])=O)C=C.C(O)(=O)C.C([SnH](CCCC)CCCC)CCC.P([O-])([O-])([O-])=O. Product: [OH:29][C@@H:27]([C@H:23]1[C:22](=[O:30])[N:21]2[C@@H:24]1[C@@H:25]([CH3:26])[C:19]([S:18][C:15]1[S:16][CH:17]=[C:13]([C:10]3[CH2:9][C@H:8]([CH2:37][OH:38])[NH:7][CH2:12][CH:11]=3)[N:14]=1)=[C:20]2[C:31]([OH:33])=[O:32])[CH3:28]. The catalyst class is: 4.